From a dataset of Full USPTO retrosynthesis dataset with 1.9M reactions from patents (1976-2016). Predict the reactants needed to synthesize the given product. (1) Given the product [CH2:24]([O:23][C:11]1[CH:12]=[CH:13][C:14]([O:16][C:17]2[CH:22]=[CH:21][CH:20]=[CH:19][CH:18]=2)=[CH:15][C:10]=1[N+:7]([O-:9])=[O:8])[C:25]1[CH:30]=[CH:29][CH:28]=[CH:27][CH:26]=1, predict the reactants needed to synthesize it. The reactants are: C(=O)([O-])[O-].[K+].[K+].[N+:7]([C:10]1[CH:15]=[C:14]([O:16][C:17]2[CH:22]=[CH:21][CH:20]=[CH:19][CH:18]=2)[CH:13]=[CH:12][C:11]=1[OH:23])([O-:9])=[O:8].[CH2:24](Br)[C:25]1[CH:30]=[CH:29][CH:28]=[CH:27][CH:26]=1.O. (2) Given the product [Cl:3][C:4]1[CH:35]=[CH:34][CH:33]=[C:32]([Cl:36])[C:5]=1[C:6]([NH:8][C@H:9]([C:28]([OH:30])=[O:29])[CH2:10][C:11]1[CH:12]=[CH:13][C:14]([C:17]#[C:18][CH2:19][CH2:20][NH:21][C:22]2[CH:27]=[CH:26][CH:25]=[CH:24][N:23]=2)=[CH:15][CH:16]=1)=[O:7], predict the reactants needed to synthesize it. The reactants are: [Li+].[OH-].[Cl:3][C:4]1[CH:35]=[CH:34][CH:33]=[C:32]([Cl:36])[C:5]=1[C:6]([NH:8][C@H:9]([C:28]([O:30]C)=[O:29])[CH2:10][C:11]1[CH:16]=[CH:15][C:14]([C:17]#[C:18][CH2:19][CH2:20][NH:21][C:22]2[CH:27]=[CH:26][CH:25]=[CH:24][N:23]=2)=[CH:13][CH:12]=1)=[O:7]. (3) Given the product [C:33]([NH:30][C:31]1[O:12][C:11]([C:8]2[CH:9]=[C:10]3[C:5](=[CH:6][CH:7]=2)[N:4]([S:15]([C:18]2[CH:24]=[CH:23][C:21]([CH3:22])=[CH:20][CH:19]=2)(=[O:16])=[O:17])[CH:3]=[C:2]3[I:1])=[N:13][N:14]=1)([CH3:36])([CH3:35])[CH3:34], predict the reactants needed to synthesize it. The reactants are: [I:1][C:2]1[C:10]2[C:5](=[CH:6][CH:7]=[C:8]([C:11]([NH:13][NH2:14])=[O:12])[CH:9]=2)[N:4]([S:15]([C:18]2[CH:24]=[CH:23][C:21]([CH3:22])=[CH:20][CH:19]=2)(=[O:17])=[O:16])[CH:3]=1.C1COCC1.[N:30]([C:33]([CH3:36])([CH3:35])[CH3:34])=[C:31]=S.Cl.C(N=C=NCCCN(C)C)C. (4) Given the product [C:44]([C:35]1[CH:34]=[CH:33][C:32]([CH2:31][N:21]([CH2:20][CH2:19][CH2:18][N:8]([CH2:1][C:2]2[CH:7]=[CH:6][C:5]([C:44](=[O:45])[C:46]3[CH:47]=[CH:48][CH:49]=[CH:50][CH:51]=3)=[CH:4][CH:3]=2)[C:9]([O:10][CH2:11][C:12]2[S:16][CH:15]=[N:14][CH:13]=2)=[O:17])[C:22](=[O:23])[O:24][CH2:25][C:26]2[S:30][CH:29]=[N:28][CH:27]=2)=[CH:37][CH:36]=1)(=[O:45])[C:46]1[CH:51]=[CH:50][CH:49]=[CH:48][CH:47]=1, predict the reactants needed to synthesize it. The reactants are: [CH2:1]([N:8]([CH2:18][CH2:19][CH2:20][N:21]([CH2:31][C:32]1[CH:37]=[CH:36][CH:35]=[CH:34][CH:33]=1)[C:22]([O:24][CH2:25][C:26]1[S:30][CH:29]=[N:28][CH:27]=1)=[O:23])[C:9](=[O:17])[O:10][CH2:11][C:12]1[S:16][CH:15]=[N:14][CH:13]=1)[C:2]1[CH:7]=[CH:6][CH:5]=[CH:4][CH:3]=1.BrCC1C=CC([C:44]([C:46]2[CH:51]=[CH:50][CH:49]=[CH:48][CH:47]=2)=[O:45])=CC=1.[H-].[Na+].Cl. (5) Given the product [Cl:1][C:2]1[CH:7]=[CH:6][C:5]([C:8]2[NH:9][C:10]3[N:11]([N:15]=[CH:16][C:17]=3[C:18]([NH2:19])=[O:23])[C:12](=[O:14])[CH:13]=2)=[CH:4][C:3]=1[O:20][CH3:21], predict the reactants needed to synthesize it. The reactants are: [Cl:1][C:2]1[CH:7]=[CH:6][C:5]([C:8]2[NH:9][C:10]3[N:11]([N:15]=[CH:16][C:17]=3[C:18]#[N:19])[C:12](=[O:14])[CH:13]=2)=[CH:4][C:3]=1[O:20][CH3:21].S(=O)(=O)(O)[OH:23]. (6) Given the product [CH2:2]([NH:4][C:27]([CH2:26][NH:25][C@@H:17]([CH2:18][C:19]1[CH:24]=[CH:23][CH:22]=[CH:21][CH:20]=1)[C:16]([NH:15][C:14]1[N:10]([CH3:9])[N:11]=[C:12]([C:33]2[CH:38]=[CH:37][N:36]=[CH:35][CH:34]=2)[CH:13]=1)=[O:32])=[O:28])[CH3:3], predict the reactants needed to synthesize it. The reactants are: Cl.[CH2:2]([NH2:4])[CH3:3].C[Al](C)C.[CH3:9][N:10]1[C:14]([NH:15][C:16](=[O:32])[C@@H:17]([NH:25][CH2:26][C:27](OCC)=[O:28])[CH2:18][C:19]2[CH:24]=[CH:23][CH:22]=[CH:21][CH:20]=2)=[CH:13][C:12]([C:33]2[CH:38]=[CH:37][N:36]=[CH:35][CH:34]=2)=[N:11]1.[Cl-].[NH4+]. (7) The reactants are: Br[C:2]1[CH:3]=[C:4]([NH:10][C:11]2[CH:16]=[CH:15][N:14]=[C:13]([O:17][CH3:18])[N:12]=2)[C:5](=[O:9])[N:6]([CH3:8])[CH:7]=1.[C:19]([O:22][CH2:23][C:24]1[C:29]([N:30]2[CH2:42][CH2:41][N:33]3[C:34]4[CH2:35][CH2:36][CH2:37][CH2:38][C:39]=4[CH:40]=[C:32]3[C:31]2=[O:43])=[CH:28][C:27]([F:44])=[CH:26][C:25]=1B1OC(C)(C)C(C)(C)O1)(=[O:21])[CH3:20].C(=O)([O-])[O-].[Na+].[Na+].COCCOC. Given the product [C:19]([O:22][CH2:23][C:24]1[C:29]([N:30]2[CH2:42][CH2:41][N:33]3[C:34]4[CH2:35][CH2:36][CH2:37][CH2:38][C:39]=4[CH:40]=[C:32]3[C:31]2=[O:43])=[CH:28][C:27]([F:44])=[CH:26][C:25]=1[C:2]1[CH:3]=[C:4]([NH:10][C:11]2[CH:16]=[CH:15][N:14]=[C:13]([O:17][CH3:18])[N:12]=2)[C:5](=[O:9])[N:6]([CH3:8])[CH:7]=1)(=[O:21])[CH3:20], predict the reactants needed to synthesize it. (8) Given the product [F:1][C:2]1[CH:3]=[C:4]([CH:20]=[CH:21][C:22]=1[C:23](=[O:26])[NH:24][CH3:25])[CH2:5][C:6]1[C:7]([CH3:19])=[C:8]([CH3:18])[C:9]([CH:16]=[O:29])=[C:10]([CH:15]=1)[C:11]([O:13][CH3:14])=[O:12], predict the reactants needed to synthesize it. The reactants are: [F:1][C:2]1[CH:3]=[C:4]([CH:20]=[CH:21][C:22]=1[C:23](=[O:26])[NH:24][CH3:25])[CH2:5][C:6]1[C:7]([CH3:19])=[C:8]([CH3:18])[C:9]([CH:16]=C)=[C:10]([CH:15]=1)[C:11]([O:13][CH3:14])=[O:12].CC(C)=[O:29].C(#N)C.I([O-])(=O)(=O)=O.[Na+]. (9) Given the product [CH:37]1([NH:36][C:35]([CH:33]([OH:34])[CH:29]([NH:28][C:27]([CH:19]2[CH2:20][CH:21]3[CH:26]([CH2:25][CH2:24][CH2:23][CH2:22]3)[N:18]2[C:16](=[O:17])[CH:11]([NH2:10])[C:12]([CH3:14])([CH3:13])[CH3:15])=[O:41])[CH2:30][CH2:31][CH3:32])=[O:40])[CH2:38][CH2:39]1, predict the reactants needed to synthesize it. The reactants are: C(OC(=O)[NH:10][CH:11]([C:16]([N:18]1[CH:26]2[CH:21]([CH2:22][CH2:23][CH2:24][CH2:25]2)[CH2:20][CH:19]1[C:27](=[O:41])[NH:28][CH:29]([CH:33]([C:35](=[O:40])[NH:36][CH:37]1[CH2:39][CH2:38]1)[OH:34])[CH2:30][CH2:31][CH3:32])=[O:17])[C:12]([CH3:15])([CH3:14])[CH3:13])C1C=CC=CC=1.[H][H]. (10) Given the product [C:53]([O:57][C:58](=[O:69])[NH:59][CH2:60][CH2:61][C:62]1[CH:63]=[CH:64][C:65]([C:6]2[C:5]3[C:10](=[CH:11][CH:12]=[C:3]([O:2][CH3:1])[N:4]=3)[N:9]=[CH:8][CH:7]=2)=[CH:66][CH:67]=1)([CH3:56])([CH3:54])[CH3:55], predict the reactants needed to synthesize it. The reactants are: [CH3:1][O:2][C:3]1[N:4]=[C:5]2[C:10](=[CH:11][CH:12]=1)[N:9]=[CH:8][CH:7]=[C:6]2OS(C(F)(F)F)(=O)=O.B1(B2OC(C)(C)C(C)(C)O2)OC(C)(C)C(C)(C)O1.C([O-])(=O)C.[K+].ClCCl.C(=O)([O-])[O-].[K+].[K+].[C:53]([O:57][C:58](=[O:69])[NH:59][CH2:60][CH2:61][C:62]1[CH:67]=[CH:66][C:65](Br)=[CH:64][CH:63]=1)([CH3:56])([CH3:55])[CH3:54].